From a dataset of Full USPTO retrosynthesis dataset with 1.9M reactions from patents (1976-2016). Predict the reactants needed to synthesize the given product. Given the product [Cl:24][C:25]1[CH:26]=[C:27]([C:2]2[CH:3]=[C:4]([C:21]([NH2:23])=[O:22])[C:5]3[NH:6][C:7]4[CH:8]=[C:9]([N:15]5[CH2:20][CH2:19][O:18][CH2:17][CH2:16]5)[CH:10]=[CH:11][C:12]=4[C:13]=3[N:14]=2)[CH:28]=[CH:29][C:30]=1[O:31][CH3:32], predict the reactants needed to synthesize it. The reactants are: Br[C:2]1[CH:3]=[C:4]([C:21]([NH2:23])=[O:22])[C:5]2[NH:6][C:7]3[CH:8]=[C:9]([N:15]4[CH2:20][CH2:19][O:18][CH2:17][CH2:16]4)[CH:10]=[CH:11][C:12]=3[C:13]=2[N:14]=1.[Cl:24][C:25]1[CH:26]=[C:27](B(O)O)[CH:28]=[CH:29][C:30]=1[O:31][CH3:32].C([O-])([O-])=O.[Na+].[Na+].C(O)(C(F)(F)F)=O.N.